From a dataset of Catalyst prediction with 721,799 reactions and 888 catalyst types from USPTO. Predict which catalyst facilitates the given reaction. (1) Reactant: [CH3:1][N:2]1[CH:6]=[CH:5][CH:4]=[C:3]1[CH2:7][C:8]([O:10][CH3:11])=[O:9].C(Cl)(=O)[C:13](Cl)=[O:14].C(=O)([O-])O.[Na+].[OH-].[Na+]. Product: [CH:13]([C:6]1[N:2]([CH3:1])[C:3]([CH2:7][C:8]([O:10][CH3:11])=[O:9])=[CH:4][CH:5]=1)=[O:14]. The catalyst class is: 9. (2) Reactant: C([O:3][C:4](=[O:25])[CH2:5][NH:6][C:7]1[N:8]([CH2:22][CH2:23][CH3:24])[C:9](=[O:21])[C:10]2[NH:11][C:12]([CH:16]3[CH2:20][CH2:19][CH2:18][CH2:17]3)=[N:13][C:14]=2[N:15]=1)C.C1COCC1.[OH-].[Na+].Cl. Product: [CH:16]1([C:12]2[NH:11][C:10]3[C:9](=[O:21])[N:8]([CH2:22][CH2:23][CH3:24])[C:7]([NH:6][CH2:5][C:4]([OH:25])=[O:3])=[N:15][C:14]=3[N:13]=2)[CH2:17][CH2:18][CH2:19][CH2:20]1. The catalyst class is: 97. (3) Reactant: [F:1][C:2]1[CH:3]=[N:4][CH:5]=[CH:6][C:7]=1[C:8]1[N:9]=[CH:10][C:11]([NH2:20])=[N:12][C:13]=1[C:14]1[CH:15]=[N:16][CH:17]=[CH:18][CH:19]=1.N1C=CC=CC=1.[C:27](Cl)(=[O:30])[CH2:28][CH3:29]. Product: [F:1][C:2]1[CH:3]=[N:4][CH:5]=[CH:6][C:7]=1[C:8]1[N:9]=[CH:10][C:11]([NH:20][C:27](=[O:30])[CH2:28][CH3:29])=[N:12][C:13]=1[C:14]1[CH:15]=[N:16][CH:17]=[CH:18][CH:19]=1. The catalyst class is: 2. (4) Reactant: [Br:1][C:2]1[CH:3]=[C:4]2[C:8](=[CH:9][CH:10]=1)[N:7]([CH2:11][CH2:12]Cl)[N:6]=[CH:5]2.[I-].[K+].[NH:16]1[CH2:21][CH2:20][O:19][CH2:18][CH2:17]1. Product: [Br:1][C:2]1[CH:3]=[C:4]2[C:8](=[CH:9][CH:10]=1)[N:7]([CH2:11][CH2:12][N:16]1[CH2:21][CH2:20][O:19][CH2:18][CH2:17]1)[N:6]=[CH:5]2. The catalyst class is: 37.